This data is from Full USPTO retrosynthesis dataset with 1.9M reactions from patents (1976-2016). The task is: Predict the reactants needed to synthesize the given product. Given the product [CH3:28][C:24]1([CH3:29])[CH2:23][C:22]2([CH2:30][CH2:31][CH2:32][N:20]([CH:17]3[CH2:18][CH2:19][N:14]([C:12]([C:10]4[C:9]5[C:4](=[CH:5][CH:6]=[CH:7][CH:8]=5)[N:3]=[C:2]([N:38]5[CH2:37][CH2:36][C:35]([OH:34])([C:41]([O:43][CH2:44][C:45]6[CH:50]=[CH:49][CH:48]=[CH:47][CH:46]=6)=[O:42])[CH2:40][CH2:39]5)[CH:11]=4)=[O:13])[CH2:15][CH2:16]3)[CH2:21]2)[C:26](=[O:27])[O:25]1, predict the reactants needed to synthesize it. The reactants are: Cl[C:2]1[CH:11]=[C:10]([C:12]([N:14]2[CH2:19][CH2:18][CH:17]([N:20]3[CH2:32][CH2:31][CH2:30][C:22]4([C:26](=[O:27])[O:25][C:24]([CH3:29])([CH3:28])[CH2:23]4)[CH2:21]3)[CH2:16][CH2:15]2)=[O:13])[C:9]2[C:4](=[CH:5][CH:6]=[CH:7][CH:8]=2)[N:3]=1.Cl.[OH:34][C:35]1([C:41]([O:43][CH2:44][C:45]2[CH:50]=[CH:49][CH:48]=[CH:47][CH:46]=2)=[O:42])[CH2:40][CH2:39][NH:38][CH2:37][CH2:36]1.